From a dataset of Experimentally validated miRNA-target interactions with 360,000+ pairs, plus equal number of negative samples. Binary Classification. Given a miRNA mature sequence and a target amino acid sequence, predict their likelihood of interaction. (1) The miRNA is hsa-miR-6894-3p with sequence UUGCCUGCCCUCUUCCUCCAG. The protein sequence of the target gene is MAGWIQAQQLQGDALRQMQVLYGQHFPIEVRHYLAQWIESQPWDAIDLDNPQDRAQATQLLEGLVQELQKKAEHQVGEDGFLLKIKLGHYATQLQKTYDRCPLELVRCIRHILYNEQRLVREANNCSSPAGILVDAMSQKHLQINQTFEELRLVTQDTENELKKLQQTQEYFIIQYQESLRIQAQFAQLAQLSPQERLSRETALQQKQVSLEAWLQREAQTLQQYRVELAEKHQKTLQLLRKQQTIILDDELIQWKRRQQLAGNGGPPEGSLDVLQSWCEKLAEIIWQNRQQIRRAEHLC.... Result: 1 (interaction). (2) The miRNA is mmu-miR-129-5p with sequence CUUUUUGCGGUCUGGGCUUGC. The protein sequence of the target gene is MAVARVDGALAPGEGSVVNWSGQGLQKLGANLPCEADVHTLILDKNQIIKLENLEKCKQLIQLSVANNRLVRMMGVAKLTQLRVLNLPHNSIGCVEGLKDLVHLEWLNLAGNNLKTMEQVNSCTALQHLDLSDNNIPQIGDVSKLISLKTLLLHGNIITSLRMAPAYLPRNLSILSLAENEIRDLNEISFLASLSELEQLSIMNNPCVMATPSIPGFDYRPFIVSWCLNLRVLDGYVISQKESLKAEWLYSQGKGRSYRPGQHIQLVQYLATVCPLTSALGLQTAEDAKLEKILSKQRFH.... Result: 1 (interaction). (3) The miRNA is hsa-miR-4697-3p with sequence UGUCAGUGACUCCUGCCCCUUGGU. The protein sequence of the target gene is MATVLSRALKLPGKKSPDLGEYDPLTQADSDESEDDLVLNLQQKNGGVKNGKSALGDLPEPDSDADVAGAAKPHLSEVTPEGFPSEPLGGLEQKATSPLVSYVRTSVFLLTLVISMVLVLLCAFLIPCPPRDLHSAWSRRLGSQGGGDLSPLELADVNRDGLRDVLLTFVTTRNGTEGGVGSQPTADLVCLSGMNGSTLWSSPLPEEAQDVTCLDLIPGSVAKTICLVTGTRKMLSAFNATSGKVLWTLNPNHLSNGTLAAPVVVLPDLDEDGVRDLVVLAIGELQPDLCFLLVSGRTGS.... Result: 0 (no interaction). (4) The miRNA is hsa-miR-4456 with sequence CCUGGUGGCUUCCUUUU. The protein sequence of the target gene is MEPRMESCLAQVLQKDVGKRLQVGQELIDYFSDKQKSADLEHDQTMLDKLVDGLATSWVNSSNYKVVLLGMDILSALVTRLQDRFKAQIGTVLPSLIDRLGDAKDSVREQDQTLLLKIMDQAANPQYVWDRMLGGFKHKNFRTREGICLCLIATLNASGAQTLTLSKIVPHICNLLGDPNSQVRDAAINSLVEIYRHVGERVRADLSKKGLPQSRLNVIFTKFDEVQKSGNMIQSANDKNFDDEDSVDGNRPSSASSTSSKAPPSSRRNVGMGTTRRLGSSTLGSKSSAAKEGAGAVDEE.... Result: 1 (interaction).